From a dataset of Reaction yield outcomes from USPTO patents with 853,638 reactions. Predict the reaction yield, written as a fraction of the theoretical maximum amount of product (1.0 means a 100% yield; for example, 0.34 means a 34% yield). (1) The reactants are [CH3:1][C:2]([N:10]1[CH:14]=[C:13]([C:15]2[CH:20]=[CH:19][N:18]=[C:17]3[N:21](COCC[Si](C)(C)C)[CH:22]=[CH:23][C:16]=23)[CH:12]=[N:11]1)([CH3:9])[CH2:3][C:4]([O:6][CH2:7][CH3:8])=[O:5].[C:32]([OH:38])([C:34]([F:37])([F:36])[F:35])=[O:33]. No catalyst specified. The product is [F:35][C:34]([F:37])([F:36])[C:32]([OH:38])=[O:33].[CH3:9][C:2]([N:10]1[CH:14]=[C:13]([C:15]2[CH:20]=[CH:19][N:18]=[C:17]3[NH:21][CH:22]=[CH:23][C:16]=23)[CH:12]=[N:11]1)([CH3:1])[CH2:3][C:4]([O:6][CH2:7][CH3:8])=[O:5]. The yield is 0.260. (2) The catalyst is C(Cl)Cl.CN(C)C1C=CN=CC=1. The reactants are [OH:1][CH2:2][C@@H:3]([NH:7][C:8]([C:10]1[NH:11][C:12]([C:15]2[CH:20]=[C:19]([O:21][Si:22]([CH:29]([CH3:31])[CH3:30])([CH:26]([CH3:28])[CH3:27])[CH:23]([CH3:25])[CH3:24])[CH:18]=[C:17]([O:32][C@@H:33]([CH3:37])[CH2:34][O:35][CH3:36])[CH:16]=2)=[CH:13][CH:14]=1)=[O:9])[C@H:4]([OH:6])[CH3:5].[CH:38]([Si:41]([CH:46]([CH3:48])[CH3:47])([CH:43]([CH3:45])[CH3:44])Cl)([CH3:40])[CH3:39].C(N(CC)CC)C.[Cl-].[NH4+]. The yield is 0.930. The product is [OH:6][C@H:4]([CH3:5])[C@H:3]([NH:7][C:8]([C:10]1[NH:11][C:12]([C:15]2[CH:20]=[C:19]([O:21][Si:22]([CH:29]([CH3:31])[CH3:30])([CH:23]([CH3:24])[CH3:25])[CH:26]([CH3:27])[CH3:28])[CH:18]=[C:17]([O:32][C@@H:33]([CH3:37])[CH2:34][O:35][CH3:36])[CH:16]=2)=[CH:13][CH:14]=1)=[O:9])[CH2:2][O:1][Si:41]([CH:46]([CH3:48])[CH3:47])([CH:43]([CH3:45])[CH3:44])[CH:38]([CH3:40])[CH3:39].